This data is from Reaction yield outcomes from USPTO patents with 853,638 reactions. The task is: Predict the reaction yield, written as a fraction of the theoretical maximum amount of product (1.0 means a 100% yield; for example, 0.34 means a 34% yield). (1) The reactants are [CH3:1][CH:2]([CH3:20])[C:3]([C:5]1[C:6]([C:14]2[CH:19]=[CH:18][CH:17]=[CH:16][CH:15]=2)=[N:7][N:8]2[CH:13]=[CH:12][CH:11]=[CH:10][C:9]=12)=O.Cl.[NH2:22][OH:23].[OH-].[Na+].Cl. The catalyst is CCO.O. The product is [CH3:1][CH:2]([CH3:20])[C:3]([C:5]1[C:6]([C:14]2[CH:19]=[CH:18][CH:17]=[CH:16][CH:15]=2)=[N:7][N:8]2[CH:13]=[CH:12][CH:11]=[CH:10][C:9]=12)=[N:22][OH:23]. The yield is 0.301. (2) The reactants are [F:1][C:2]1[CH:3]=[C:4]([C:8](=[O:16])[CH2:9][C:10]2[CH:15]=[CH:14][N:13]=[CH:12][N:11]=2)[CH:5]=[CH:6][CH:7]=1.CO[CH:19](OC)[N:20]([CH3:22])[CH3:21]. The yield is 0.910. The product is [CH3:19][N:20]([CH3:22])/[CH:21]=[C:9](\[C:10]1[CH:15]=[CH:14][N:13]=[CH:12][N:11]=1)/[C:8]([C:4]1[CH:5]=[CH:6][CH:7]=[C:2]([F:1])[CH:3]=1)=[O:16]. No catalyst specified.